Dataset: Full USPTO retrosynthesis dataset with 1.9M reactions from patents (1976-2016). Task: Predict the reactants needed to synthesize the given product. (1) Given the product [CH3:1][O:14][C:13](=[O:15])[CH2:12][C:9]1[CH:8]=[CH:7][C:6]([Br:5])=[CH:11][CH:10]=1, predict the reactants needed to synthesize it. The reactants are: [C:1](Cl)(=O)C.[Br:5][C:6]1[CH:11]=[CH:10][C:9]([CH2:12][C:13]([OH:15])=[O:14])=[CH:8][CH:7]=1. (2) Given the product [Cl:19][C:17]1[CH:16]=[CH:15][C:14]2[N:8]([CH2:7][C:6]([CH3:45])([CH3:46])[CH2:5][OH:4])[C:9](=[O:44])[C@@H:10]([CH2:30][C:31]([NH:33][C:34]3[S:35][CH:36]=[C:37]([CH2:39][C:40]([OH:42])=[O:41])[N:38]=3)=[O:32])[O:11][C@H:12]([C:20]3[CH:25]=[CH:24][CH:23]=[C:22]([O:26][CH3:27])[C:21]=3[O:28][CH3:29])[C:13]=2[CH:18]=1, predict the reactants needed to synthesize it. The reactants are: C([O:4][CH2:5][C:6]([CH3:46])([CH3:45])[CH2:7][N:8]1[C:14]2[CH:15]=[CH:16][C:17]([Cl:19])=[CH:18][C:13]=2[C@@H:12]([C:20]2[CH:25]=[CH:24][CH:23]=[C:22]([O:26][CH3:27])[C:21]=2[O:28][CH3:29])[O:11][C@H:10]([CH2:30][C:31]([NH:33][C:34]2[S:35][CH:36]=[C:37]([CH2:39][C:40]([O:42]C)=[O:41])[N:38]=2)=[O:32])[C:9]1=[O:44])(=O)C.[OH-].[Na+].C(O)C. (3) Given the product [OH:27][CH2:26][C@H:22]1[CH2:23][CH2:24][CH2:25][N:20]([C:13]([C:11]2[S:12][C:8]([C:5]3[C:4]([CH3:16])=[C:3]([C:2]([F:18])([F:17])[F:1])[O:7][N:6]=3)=[CH:9][CH:10]=2)=[O:14])[CH2:21]1, predict the reactants needed to synthesize it. The reactants are: [F:1][C:2]([F:18])([F:17])[C:3]1[O:7][N:6]=[C:5]([C:8]2[S:12][C:11]([C:13](Cl)=[O:14])=[CH:10][CH:9]=2)[C:4]=1[CH3:16].Cl.[NH:20]1[CH2:25][CH2:24][CH2:23][C@H:22]([CH2:26][OH:27])[CH2:21]1.C(N(CC)CC)C.C(Cl)(=O)C. (4) Given the product [CH3:8][C:6]1[CH:7]=[C:2]([C:10]([CH3:14])=[CH2:9])[N:3]=[N:4][CH:5]=1, predict the reactants needed to synthesize it. The reactants are: Cl[C:2]1[N:3]=[N:4][CH:5]=[C:6]([CH3:8])[CH:7]=1.[CH3:9][C:10]1(C)[C:14](C)(C)OB(C(C)=C)O1.C(=O)([O-])[O-].[Na+].[Na+]. (5) The reactants are: CCOC(C)=O.Cl.[Cl:8][C:9]1[CH:14]=[CH:13][CH:12]=[CH:11][C:10]=1[N:15]1[C:19]([C:20]2[N:21]=[C:22]3[C:28]4[CH:29]=[CH:30][C:31]([C:33]5[CH:38]=[CH:37][C:36]([Cl:39])=[CH:35][CH:34]=5)=[CH:32][C:27]=4[O:26][CH2:25][CH2:24][N:23]3[CH:40]=2)=[N:18][C:17]([NH:41]C(=O)O)=[N:16]1. Given the product [Cl:8][C:9]1[CH:14]=[CH:13][CH:12]=[CH:11][C:10]=1[N:15]1[C:19]([C:20]2[N:21]=[C:22]3[C:28]4[CH:29]=[CH:30][C:31]([C:33]5[CH:38]=[CH:37][C:36]([Cl:39])=[CH:35][CH:34]=5)=[CH:32][C:27]=4[O:26][CH2:25][CH2:24][N:23]3[CH:40]=2)=[N:18][C:17]([NH2:41])=[N:16]1, predict the reactants needed to synthesize it.